Dataset: Full USPTO retrosynthesis dataset with 1.9M reactions from patents (1976-2016). Task: Predict the reactants needed to synthesize the given product. (1) Given the product [CH:43]1([C:44]2[CH:45]=[CH:46][C:47]([C:48]([NH:4][C:3]3[CH:5]=[CH:6][CH:7]=[C:8]([B:9]4[O:13][C:12]([CH3:15])([CH3:14])[C:11]([CH3:17])([CH3:16])[O:10]4)[C:2]=3[CH3:1])=[O:50])=[CH:51][CH:52]=2)[CH2:28][CH2:27]1, predict the reactants needed to synthesize it. The reactants are: [CH3:1][C:2]1[C:8]([B:9]2[O:13][C:12]([CH3:15])([CH3:14])[C:11]([CH3:17])([CH3:16])[O:10]2)=[CH:7][CH:6]=[CH:5][C:3]=1[NH2:4].CN(C(ON1N=N[C:28]2C=CC=N[C:27]1=2)=[N+](C)C)C.F[P-](F)(F)(F)(F)F.F[CH:43](F)[C:44]1[CH:52]=[CH:51][C:47]([C:48]([OH:50])=O)=[CH:46][CH:45]=1. (2) Given the product [CH:1]1([CH2:4][C:5]([NH:13][C@H:12]([C:11]([OH:15])=[O:10])[CH3:14])=[O:7])[CH2:2][CH2:3]1, predict the reactants needed to synthesize it. The reactants are: [CH:1]1([CH2:4][C:5]([OH:7])=O)[CH2:3][CH2:2]1.Cl.C[O:10][C:11](=[O:15])[C@H:12]([CH3:14])[NH2:13]. (3) The reactants are: [CH3:1][C:2]1[CH:7]=[CH:6][N:5]=[C:4]([NH2:8])[N:3]=1.[Br:9]N1C(=O)CCC1=O.C(Cl)Cl. Given the product [Br:9][C:7]1[C:2]([CH3:1])=[N:3][C:4]([NH2:8])=[N:5][CH:6]=1, predict the reactants needed to synthesize it. (4) Given the product [N+:1]1([O-:20])[C:10]2[CH2:9][CH2:8][CH2:7][C:6](=[O:11])[C:5]=2[CH:4]=[CH:3][CH:2]=1, predict the reactants needed to synthesize it. The reactants are: [N:1]1[C:10]2[CH2:9][CH2:8][CH2:7][C:6](=[O:11])[C:5]=2[CH:4]=[CH:3][CH:2]=1.ClC1C=CC=C(C(OO)=[O:20])C=1.C(=O)([O-])O.[Na+]. (5) Given the product [C:17]([O:21][C:22]([N:24]1[CH2:29][CH2:28][N:27]([C:5]2[N:4]([CH2:1][CH:2]=[CH2:3])[C:12]3[C:11](=[O:13])[NH:10][C:9](=[O:14])[N:8]([CH3:15])[C:7]=3[N:6]=2)[CH2:26][CH2:25]1)=[O:23])([CH3:20])([CH3:18])[CH3:19], predict the reactants needed to synthesize it. The reactants are: [CH2:1]([N:4]1[C:12]2[C:11](=[O:13])[NH:10][C:9](=[O:14])[N:8]([CH3:15])[C:7]=2[N:6]=[C:5]1Cl)[CH:2]=[CH2:3].[C:17]([O:21][C:22]([N:24]1[CH2:29][CH2:28][NH:27][CH2:26][CH2:25]1)=[O:23])([CH3:20])([CH3:19])[CH3:18]. (6) Given the product [Br:1][C:2]1[CH:11]=[CH:10][C:9]2[O:8][C@H:7]3[CH2:12][CH2:13][O:14][CH2:15][C@@H:6]3[C@:5]3([C:19](=[O:20])[N:18]([CH3:22])[C:17](=[O:21])[NH:16]3)[C:4]=2[CH:3]=1, predict the reactants needed to synthesize it. The reactants are: [Br:1][C:2]1[CH:11]=[CH:10][C:9]2[O:8][C@H:7]3[CH2:12][CH2:13][O:14][CH2:15][C@@H:6]3[C@:5]3([C:19](=[O:20])[NH:18][C:17](=[O:21])[NH:16]3)[C:4]=2[CH:3]=1.[C:22]([O-])([O-])=O.[K+].[K+].IC. (7) Given the product [C:13]([C:17]1[CH:22]=[CH:21][C:20]([N:3]2[C:4]3[C:9](=[CH:8][CH:7]=[CH:6][CH:5]=3)[C:10]([CH:11]=[O:12])=[C:2]2[Cl:1])=[CH:19][CH:18]=1)([CH3:16])([CH3:15])[CH3:14], predict the reactants needed to synthesize it. The reactants are: [Cl:1][C:2]1[NH:3][C:4]2[C:9]([C:10]=1[CH:11]=[O:12])=[CH:8][CH:7]=[CH:6][CH:5]=2.[C:13]([C:17]1[CH:22]=[CH:21][C:20](B(O)O)=[CH:19][CH:18]=1)([CH3:16])([CH3:15])[CH3:14].N1C=CC=CC=1. (8) Given the product [CH3:1][N:2]1[C:10]2[C:5](=[CH:6][C:7]([C:11]3[N:36]([Sn:33]([CH3:35])([CH3:34])[CH3:32])[N:37]=[N:38][N:12]=3)=[CH:8][CH:9]=2)[C:4]([C:13]2[N:21]([S:22]([C:25]3[CH:26]=[CH:27][C:28]([CH3:31])=[CH:29][CH:30]=3)(=[O:23])=[O:24])[C:16]3=[N:17][CH:18]=[CH:19][CH:20]=[C:15]3[CH:14]=2)=[CH:3]1, predict the reactants needed to synthesize it. The reactants are: [CH3:1][N:2]1[C:10]2[C:5](=[CH:6][C:7]([C:11]#[N:12])=[CH:8][CH:9]=2)[C:4]([C:13]2[N:21]([S:22]([C:25]3[CH:30]=[CH:29][C:28]([CH3:31])=[CH:27][CH:26]=3)(=[O:24])=[O:23])[C:16]3=[N:17][CH:18]=[CH:19][CH:20]=[C:15]3[CH:14]=2)=[CH:3]1.[CH3:32][Sn:33]([N:36]=[N+:37]=[N-:38])([CH3:35])[CH3:34].